Dataset: Forward reaction prediction with 1.9M reactions from USPTO patents (1976-2016). Task: Predict the product of the given reaction. (1) Given the reactants [OH-].[Na+].C[O:4][C:5]([C@@H:7]1[CH2:11][CH2:10][CH2:9][C@@H:8]1[C:12](=[O:20])[C:13]1[CH:18]=[CH:17][C:16]([Br:19])=[CH:15][CH:14]=1)=[O:6], predict the reaction product. The product is: [Br:19][C:16]1[CH:15]=[CH:14][C:13]([C:12]([C@@H:8]2[CH2:9][CH2:10][CH2:11][C@H:7]2[C:5]([OH:6])=[O:4])=[O:20])=[CH:18][CH:17]=1. (2) Given the reactants [CH2:1]([C:4]1[CH:9]=[CH:8][C:7]([S:10](Cl)(=[O:12])=[O:11])=[CH:6][CH:5]=1)[CH2:2][CH3:3].N1C=CC=CC=1.[NH2:20][C:21]1[CH:22]=[C:23]2[C:28](=[CH:29][CH:30]=1)[N:27]=[C:26]([CH3:31])[CH:25]=[N:24]2.C([O-])(O)=O.[Na+], predict the reaction product. The product is: [CH3:31][C:26]1[CH:25]=[N:24][C:23]2[C:28](=[CH:29][CH:30]=[C:21]([NH:20][S:10]([C:7]3[CH:8]=[CH:9][C:4]([CH2:1][CH2:2][CH3:3])=[CH:5][CH:6]=3)(=[O:12])=[O:11])[CH:22]=2)[N:27]=1. (3) Given the reactants C(OC([C:6]1[N:7]=[C:8]([C:11]2[CH:16]=[CH:15][C:14]([C:17]#[N:18])=[C:13]([F:19])[CH:12]=2)[O:9][CH:10]=1)=O)C.[OH-:20].[Na+].[O:22]1[CH2:26]CCC1, predict the reaction product. The product is: [C:17]([C:14]1[CH:15]=[CH:16][C:11]([C:8]2[O:9][C:10]([C:26]([OH:22])=[O:20])=[CH:6][N:7]=2)=[CH:12][C:13]=1[F:19])#[N:18]. (4) Given the reactants [F:1][C:2]1[C:7]([F:8])=[CH:6][CH:5]=[CH:4][C:3]=1[C:9]1[N:17]=[C:12]2[CH:13]=[N:14][NH:15][CH:16]=[C:11]2[N:10]=1.Cl[CH2:19][C:20]1[O:24][N:23]=[C:22]([C:25]2[CH:30]=[CH:29][C:28]([C:31]([F:34])([F:33])[F:32])=[C:27]([F:35])[CH:26]=2)[CH:21]=1, predict the reaction product. The product is: [F:1][C:2]1[C:7]([F:8])=[CH:6][CH:5]=[CH:4][C:3]=1[C:9]1[N:17]=[C:12]2[CH:13]=[N:14][N:15]([CH2:19][C:20]3[O:24][N:23]=[C:22]([C:25]4[CH:30]=[CH:29][C:28]([C:31]([F:34])([F:33])[F:32])=[C:27]([F:35])[CH:26]=4)[CH:21]=3)[CH:16]=[C:11]2[N:10]=1.